This data is from Full USPTO retrosynthesis dataset with 1.9M reactions from patents (1976-2016). The task is: Predict the reactants needed to synthesize the given product. (1) Given the product [OH:1][C:2]1[CH:10]=[CH:9][C:8]([N+:11]([O-:13])=[O:12])=[CH:7][C:3]=1[C:4]([O:6][CH:15]([CH3:16])[CH3:14])=[O:5], predict the reactants needed to synthesize it. The reactants are: [OH:1][C:2]1[CH:10]=[CH:9][C:8]([N+:11]([O-:13])=[O:12])=[CH:7][C:3]=1[C:4]([O-:6])=[O:5].[CH3:14][CH:15](O)[CH3:16].C1(N=C=NC2CCCCC2)CCCCC1. (2) Given the product [CH3:1][O:2][C:3]1[CH:4]=[C:5]([N:12]2[CH2:17][CH2:16][CH:15]([N:18]3[CH2:19][CH2:20][P:21]([CH3:24])(=[O:25])[CH2:22][CH2:23]3)[CH2:14][CH2:13]2)[CH:6]=[CH:7][C:8]=1[NH2:9], predict the reactants needed to synthesize it. The reactants are: [CH3:1][O:2][C:3]1[CH:4]=[C:5]([N:12]2[CH2:17][CH2:16][CH:15]([N:18]3[CH2:23][CH2:22][P:21](=[O:25])([CH3:24])[CH2:20][CH2:19]3)[CH2:14][CH2:13]2)[CH:6]=[CH:7][C:8]=1[N+:9]([O-])=O. (3) Given the product [N:1]([C@@H:4]1[C:9](=[O:10])[O:8][C@H:7]([C:11](=[O:21])[CH2:12][O:13][Si:14]([C:17]([CH3:18])([CH3:19])[CH3:20])([CH3:16])[CH3:15])[C@@H:6]2[O:22][C:23]([CH3:26])([CH3:25])[O:24][C@H:5]12)=[N+:2]=[N-:3], predict the reactants needed to synthesize it. The reactants are: [N:1]([C@@H:4]1[C:9](=[O:10])[O:8][C@H:7]([C@@H:11]([OH:21])[CH2:12][O:13][Si:14]([C:17]([CH3:20])([CH3:19])[CH3:18])([CH3:16])[CH3:15])[C@@H:6]2[O:22][C:23]([CH3:26])([CH3:25])[O:24][C@H:5]12)=[N+:2]=[N-:3].CC(OI1(OC(C)=O)(OC(C)=O)OC(=O)C2C=CC=CC1=2)=O. (4) Given the product [CH:1]1([C:7]2[CH:15]=[CH:14][C:10]([C:11]([OH:13])=[O:12])=[C:9]([CH3:16])[CH:8]=2)[CH2:2][CH2:3][CH2:4][CH2:5][CH2:6]1, predict the reactants needed to synthesize it. The reactants are: [C:1]1([C:7]2[CH:15]=[CH:14][C:10]([C:11]([OH:13])=[O:12])=[C:9]([CH3:16])[CH:8]=2)[CH2:6][CH2:5][CH2:4][CH2:3][CH:2]=1.[H][H]. (5) Given the product [CH2:1]([O:8][C:9]1[C:13]([CH2:14][C:15]([O:21][CH3:25])=[O:19])=[CH:12][N:11]([CH2:17][CH3:18])[N:10]=1)[C:2]1[CH:7]=[CH:6][CH:5]=[CH:4][CH:3]=1, predict the reactants needed to synthesize it. The reactants are: [CH2:1]([O:8][C:9]1[C:13]([CH2:14][C:15]#N)=[CH:12][N:11]([CH2:17][CH3:18])[N:10]=1)[C:2]1[CH:7]=[CH:6][CH:5]=[CH:4][CH:3]=1.[OH-:19].[Na+].[O:21]1[CH2:25]CCC1.Cl.